Predict the product of the given reaction. From a dataset of Forward reaction prediction with 1.9M reactions from USPTO patents (1976-2016). (1) Given the reactants [C:1]([Cl:10])(=O)[CH2:2]CCCCCC.[Cl-].[CH2:12]([C:17]1[C:26]2[C:21](=[CH:22][C:23]([O:29][CH3:30])=[C:24]([O:27][CH3:28])[CH:25]=2)[CH2:20][CH2:19][N+:18]=1[CH2:31][C:32]1[CH:37]=[CH:36][C:35]([O:38][CH3:39])=[CH:34][CH:33]=1)[CH2:13][CH2:14][CH2:15][CH3:16].[Cl-].C(C1C2C(=CC(OC)=C(OC)C=2)CC[N+]=1CC1C=CC(C)=CC=1)CCCCCC, predict the reaction product. The product is: [Cl-:10].[CH2:12]([C:17]1[C:26]2[C:21](=[CH:22][C:23]([O:29][CH3:30])=[C:24]([O:27][CH3:28])[CH:25]=2)[CH2:20][CH2:19][N+:18]=1[CH2:31][C:32]1[CH:37]=[CH:36][C:35]([O:38][CH3:39])=[CH:34][CH:33]=1)[CH2:13][CH2:14][CH2:15][CH2:16][CH2:1][CH3:2]. (2) Given the reactants Cl.[O:2]=[C:3]1[NH:11][C:6]2=[N:7][CH:8]=[CH:9][CH:10]=[C:5]2[C:4]21[CH2:19][C:18]1[C:13](=[CH:14][CH:15]=[C:16]([NH:20][C:21]3[N:26]=[CH:25][N:24]=[C:23]([C:27](O)=[O:28])[CH:22]=3)[CH:17]=1)[CH2:12]2.[NH:30]1[C:34]2=[N:35][CH:36]=[CH:37][CH:38]=[C:33]2[CH2:32][CH2:31]1.CCN(C(C)C)C(C)C.CN(C(ON1N=NC2C=CC=CC1=2)=[N+](C)C)C.[B-](F)(F)(F)F, predict the reaction product. The product is: [N:30]1([C:27]([C:23]2[N:24]=[CH:25][N:26]=[C:21]([NH:20][C:16]3[CH:17]=[C:18]4[C:13](=[CH:14][CH:15]=3)[CH2:12][C:4]3([C:5]5[C:6](=[N:7][CH:8]=[CH:9][CH:10]=5)[NH:11][C:3]3=[O:2])[CH2:19]4)[CH:22]=2)=[O:28])[C:34]2=[N:35][CH:36]=[CH:37][CH:38]=[C:33]2[CH2:32][CH2:31]1.